The task is: Predict the reactants needed to synthesize the given product.. This data is from Full USPTO retrosynthesis dataset with 1.9M reactions from patents (1976-2016). (1) The reactants are: [N:1]1[CH:6]=[CH:5][CH:4]=[CH:3][C:2]=1[CH:7]=[CH:8][C:9]1[C:17]2[C:12](=[CH:13][C:14]([NH:18][C:19]3[CH:27]=[CH:26][CH:25]=[CH:24][C:20]=3[C:21](O)=[O:22])=[CH:15][CH:16]=2)[NH:11][N:10]=1.[O:28]1[CH:32]=[CH:31][CH:30]=[C:29]1[CH2:33][NH2:34].C(N(CC)CC)C.CN(C(ON1N=NC2C=CC=NC1=2)=[N+](C)C)C.F[P-](F)(F)(F)(F)F. Given the product [O:28]1[CH:32]=[CH:31][CH:30]=[C:29]1[CH2:33][NH:34][C:21](=[O:22])[C:20]1[CH:24]=[CH:25][CH:26]=[CH:27][C:19]=1[NH:18][C:14]1[CH:13]=[C:12]2[C:17]([C:9](/[CH:8]=[CH:7]/[C:2]3[CH:3]=[CH:4][CH:5]=[CH:6][N:1]=3)=[N:10][NH:11]2)=[CH:16][CH:15]=1, predict the reactants needed to synthesize it. (2) Given the product [F:26][C:27]1[CH:32]=[CH:31][C:30]([S:33]([NH:8][C:7]2[C:2]([CH3:1])=[N:3][C:4]([N:9]3[CH2:13][CH2:12][C@@H:11]([N:14]4[CH2:18][CH2:17][CH2:16][C@@H:15]4[CH3:19])[CH2:10]3)=[CH:5][CH:6]=2)(=[O:35])=[O:34])=[CH:29][CH:28]=1, predict the reactants needed to synthesize it. The reactants are: [CH3:1][C:2]1[C:7]([NH2:8])=[CH:6][CH:5]=[C:4]([N:9]2[CH2:13][CH2:12][C@@H:11]([N:14]3[CH2:18][CH2:17][CH2:16][C@@H:15]3[CH3:19])[CH2:10]2)[N:3]=1.N1C=CC=CC=1.[F:26][C:27]1[CH:32]=[CH:31][C:30]([S:33](Cl)(=[O:35])=[O:34])=[CH:29][CH:28]=1.C(O)C(N)(CO)CO. (3) Given the product [CH2:20]([O:19][C:11](=[O:18])[C:12]([CH2:2][CH2:3][S:4][C:5]1[CH:10]=[CH:9][CH:8]=[CH:7][CH:6]=1)([CH2:2][CH2:3][S:4][C:5]1[CH:10]=[CH:9][CH:8]=[CH:7][CH:6]=1)[C:13]([O:15][CH2:16][CH3:17])=[O:14])[CH3:21], predict the reactants needed to synthesize it. The reactants are: I[CH2:2][CH2:3][S:4][C:5]1[CH:10]=[CH:9][CH:8]=[CH:7][CH:6]=1.[C:11]([O:19][CH2:20][CH3:21])(=[O:18])[CH2:12][C:13]([O:15][CH2:16][CH3:17])=[O:14].C(=O)([O-])[O-].[K+].[K+]. (4) Given the product [CH3:16][O:17][C:18]1[C:19]([S:30]([C:9]2[CH:8]=[CH:7][C:6]([CH:5]=[O:13])=[CH:11][CH:10]=2)(=[O:32])=[O:31])=[CH:20][C:21]2[CH2:27][CH2:26][N:25]([CH3:28])[CH2:24][CH2:23][C:22]=2[CH:29]=1, predict the reactants needed to synthesize it. The reactants are: [Mg].C(O[CH:5]([O:13]CC)[C:6]1[CH:11]=[CH:10][C:9](Br)=[CH:8][CH:7]=1)C.[CH3:16][O:17][C:18]1[C:19]([S:30](F)(=[O:32])=[O:31])=[CH:20][C:21]2[CH2:27][CH2:26][N:25]([CH3:28])[CH2:24][CH2:23][C:22]=2[CH:29]=1.C(C(C(C([O-])=O)O)O)([O-])=O.[Na+].[K+]. (5) Given the product [CH3:1][O:2][C:3]1[CH:4]=[C:5]([CH:23]=[CH:24][C:25]=1[O:26][CH3:27])[C:6]([NH:8][C:9]1[CH:14]=[CH:13][C:12]([C:15]2([C:20](=[O:22])[N:46]([CH2:45][CH2:44][O:43][CH3:42])[CH3:47])[CH2:16][CH2:17][CH2:18][CH2:19]2)=[CH:11][CH:10]=1)=[O:7], predict the reactants needed to synthesize it. The reactants are: [CH3:1][O:2][C:3]1[CH:4]=[C:5]([CH:23]=[CH:24][C:25]=1[O:26][CH3:27])[C:6]([NH:8][C:9]1[CH:14]=[CH:13][C:12]([C:15]2([C:20]([OH:22])=O)[CH2:19][CH2:18][CH2:17][CH2:16]2)=[CH:11][CH:10]=1)=[O:7].C1C=CC2N(O)N=NC=2C=1.C(Cl)CCl.[CH3:42][O:43][CH2:44][CH2:45][NH:46][CH3:47].